Dataset: Forward reaction prediction with 1.9M reactions from USPTO patents (1976-2016). Task: Predict the product of the given reaction. (1) Given the reactants [NH2:1][CH:2]([C:11]1[C:16]([O:17][CH3:18])=[CH:15][CH:14]=[CH:13][C:12]=1[O:19][CH3:20])[CH2:3][CH2:4][CH2:5][CH2:6][C:7]([O:9]C)=O.[C:21]1([CH:31]=O)[C:30]2[C:25](=[CH:26][CH:27]=[CH:28][CH:29]=2)[CH:24]=[CH:23][CH:22]=1, predict the reaction product. The product is: [CH3:20][O:19][C:12]1[CH:13]=[CH:14][CH:15]=[C:16]([O:17][CH3:18])[C:11]=1[CH:2]1[N:1]([CH2:31][C:21]2[C:30]3[C:25](=[CH:26][CH:27]=[CH:28][CH:29]=3)[CH:24]=[CH:23][CH:22]=2)[C:7](=[O:9])[CH2:6][CH2:5][CH2:4][CH2:3]1. (2) The product is: [F:25][C:26]1[CH:32]=[CH:31][C:29]([NH:30][C:2]2[N:7]=[CH:6][N:5]=[C:4]([O:8][C:9]3[CH:14]=[CH:13][C:12]([NH:15][C:16]([NH:18][C:19]4[CH:24]=[CH:23][CH:22]=[CH:21][CH:20]=4)=[O:17])=[CH:11][CH:10]=3)[CH:3]=2)=[CH:28][CH:27]=1. Given the reactants Cl[C:2]1[N:7]=[CH:6][N:5]=[C:4]([O:8][C:9]2[CH:14]=[CH:13][C:12]([NH:15][C:16]([NH:18][C:19]3[CH:24]=[CH:23][CH:22]=[CH:21][CH:20]=3)=[O:17])=[CH:11][CH:10]=2)[CH:3]=1.[F:25][C:26]1[CH:32]=[CH:31][C:29]([NH2:30])=[CH:28][CH:27]=1.O, predict the reaction product. (3) Given the reactants [F:1][C:2]([F:33])([CH:30]([F:32])[F:31])[CH2:3][O:4][C:5]1[CH:10]=[CH:9][C:8]([CH2:11][N:12]2[CH2:17][C@@H:16]3[CH2:18][C@H:13]2[CH2:14][N:15]3[CH2:19][C:20]2[CH:29]=[CH:28][C:23]([C:24]([O:26]C)=[O:25])=[CH:22][CH:21]=2)=[CH:7][CH:6]=1.[OH-].[Na+], predict the reaction product. The product is: [F:33][C:2]([F:1])([CH:30]([F:32])[F:31])[CH2:3][O:4][C:5]1[CH:10]=[CH:9][C:8]([CH2:11][N:12]2[CH2:17][C@@H:16]3[CH2:18][C@H:13]2[CH2:14][N:15]3[CH2:19][C:20]2[CH:29]=[CH:28][C:23]([C:24]([OH:26])=[O:25])=[CH:22][CH:21]=2)=[CH:7][CH:6]=1.